Dataset: Full USPTO retrosynthesis dataset with 1.9M reactions from patents (1976-2016). Task: Predict the reactants needed to synthesize the given product. (1) Given the product [O:8]1[C:12]2[CH:13]=[CH:14][CH:15]=[CH:16][C:11]=2[C:10]([NH:17][C:18]([N:20]2[CH2:25][CH2:24][N:23]([C:34]([O:36][CH2:37][C:38]3[CH:43]=[CH:42][CH:41]=[C:40]([F:44])[CH:39]=3)=[O:35])[CH2:22][CH2:21]2)=[O:19])=[N:9]1, predict the reactants needed to synthesize it. The reactants are: FC(F)(F)C(O)=O.[O:8]1[C:12]2[CH:13]=[CH:14][CH:15]=[CH:16][C:11]=2[C:10]([NH:17][C:18]([N:20]2[CH2:25][CH2:24][NH:23][CH2:22][CH2:21]2)=[O:19])=[N:9]1.C(N(CC)CC)C.Cl[C:34]([O:36][CH2:37][C:38]1[CH:43]=[CH:42][CH:41]=[C:40]([F:44])[CH:39]=1)=[O:35].O. (2) Given the product [CH2:30]([N:9]1[C:8]([N:1]2[CH2:6][CH2:5][NH:4][CH2:3][CH2:2]2)=[N:16][C:15]2[C:10]1=[N:11][C:12]([C:23]1[CH:28]=[N:27][C:26]([NH2:29])=[N:25][CH:24]=1)=[N:13][C:14]=2[N:17]1[CH2:22][CH2:21][O:20][CH2:19][CH2:18]1)[CH:31]([CH3:33])[CH3:32], predict the reactants needed to synthesize it. The reactants are: [NH:1]1[CH2:6][CH2:5][NH:4][CH2:3][CH2:2]1.Cl[C:8]1[N:9]([CH2:30][CH:31]([CH3:33])[CH3:32])[C:10]2[C:15]([N:16]=1)=[C:14]([N:17]1[CH2:22][CH2:21][O:20][CH2:19][CH2:18]1)[N:13]=[C:12]([C:23]1[CH:24]=[N:25][C:26]([NH2:29])=[N:27][CH:28]=1)[N:11]=2. (3) The reactants are: [N+:1]([C:4]1[N:5]=[CH:6][N:7]([CH2:9][C:10]#[N:11])[CH:8]=1)([O-])=O.[H][H].[Cl:14][C:15]1[N:20]=[C:19](Cl)[N:18]=[C:17]([Cl:22])[N:16]=1. Given the product [Cl:14][C:15]1[N:16]=[C:17]([Cl:22])[N:18]=[C:19]([NH:1][C:4]2[N:5]=[CH:6][N:7]([CH2:9][C:10]#[N:11])[CH:8]=2)[N:20]=1, predict the reactants needed to synthesize it. (4) Given the product [NH:8]1[C:5]2=[N:6][CH:7]=[C:2]([C:17]3[CH:18]=[C:13]([CH:14]=[CH:15][CH:16]=3)[CH:11]=[O:12])[CH:3]=[C:4]2[CH:10]=[CH:9]1, predict the reactants needed to synthesize it. The reactants are: Br[C:2]1[CH:3]=[C:4]2[CH:10]=[CH:9][NH:8][C:5]2=[N:6][CH:7]=1.[CH:11]([C:13]1[CH:14]=[C:15](B(O)O)[CH:16]=[CH:17][CH:18]=1)=[O:12].C(OCC)(=O)C. (5) Given the product [C:35]([O:34][C:32]([N:31]1[CH:6]2[C:5]([C:3]([OH:4])=[O:2])=[C:12]([C:13]3[CH:14]=[CH:15][C:16]([CH2:19][CH2:20][O:21][C:22]4[C:27]([F:28])=[CH:26][CH:25]=[C:24]([F:29])[C:23]=4[Cl:30])=[CH:17][CH:18]=3)[CH2:11][CH:10]1[CH2:9][S:8](=[O:39])[CH2:7]2)=[O:33])([CH3:38])([CH3:36])[CH3:37], predict the reactants needed to synthesize it. The reactants are: C[O:2][C:3]([C:5]1[CH:6]2[N:31]([C:32]([O:34][C:35]([CH3:38])([CH3:37])[CH3:36])=[O:33])[CH:10]([CH2:11][C:12]=1[C:13]1[CH:18]=[CH:17][C:16]([CH2:19][CH2:20][O:21][C:22]3[C:27]([F:28])=[CH:26][CH:25]=[C:24]([F:29])[C:23]=3[Cl:30])=[CH:15][CH:14]=1)[CH2:9][S:8](=O)(=[O:39])[CH2:7]2)=[O:4].[OH-].[Na+]. (6) Given the product [Br:1][CH2:2][C@@H:3]([OH:21])[CH2:4][C@@H:5]([OH:20])[CH2:6][C:7]([O:9][C:10]([CH3:18])([CH3:19])[CH2:11][C:12]1[CH:13]=[CH:14][CH:15]=[CH:16][CH:17]=1)=[O:8], predict the reactants needed to synthesize it. The reactants are: [Br:1][CH2:2][CH:3]([OH:21])[CH2:4][C:5](=[O:20])[CH2:6][C:7]([O:9][C:10]([CH3:19])([CH3:18])[CH2:11][C:12]1[CH:17]=[CH:16][CH:15]=[CH:14][CH:13]=1)=[O:8].ClCC(O)CC(=O)CC(OC(C)(C)CC1C=CC=CC=1)=O. (7) Given the product [O:4]1[CH2:5][CH2:6][O:7][CH:3]1[CH2:2][C:8]1([C:17]#[N:18])[C:16]2[C:11](=[CH:12][CH:13]=[CH:14][CH:15]=2)[CH2:10][CH2:9]1, predict the reactants needed to synthesize it. The reactants are: Br[CH2:2][CH:3]1[O:7][CH2:6][CH2:5][O:4]1.[CH:8]1([C:17]#[N:18])[C:16]2[C:11](=[CH:12][CH:13]=[CH:14][CH:15]=2)[CH2:10][CH2:9]1.[Li+].C[Si]([N-][Si](C)(C)C)(C)C. (8) The reactants are: [BH4-].[Na+].[C:3]1(=[O:15])[C:6]2=[C:7]3[C:12](=[CH:13][CH:14]=[C:5]2[CH2:4]1)[CH:11]=[CH:10][CH:9]=[CH:8]3. Given the product [CH:3]1([OH:15])[C:6]2=[C:7]3[C:12](=[CH:13][CH:14]=[C:5]2[CH2:4]1)[CH:11]=[CH:10][CH:9]=[CH:8]3, predict the reactants needed to synthesize it. (9) Given the product [F:1][C:2]1[CH:22]=[CH:21][CH:20]=[C:19]([F:23])[C:3]=1[CH2:4][O:5][C:6]1[C:7]2[N:8]([C:12]([C:16]([NH:29][C@@H:33]([CH2:32][CH2:37][CH2:36][CH2:35][OH:50])[CH3:34])=[O:18])=[C:13]([CH3:15])[N:14]=2)[CH:9]=[CH:10][CH:11]=1, predict the reactants needed to synthesize it. The reactants are: [F:1][C:2]1[CH:22]=[CH:21][CH:20]=[C:19]([F:23])[C:3]=1[CH2:4][O:5][C:6]1[C:7]2[N:8]([C:12]([C:16]([OH:18])=O)=[C:13]([CH3:15])[N:14]=2)[CH:9]=[CH:10][CH:11]=1.F[B-](F)(F)F.[N:29]1(O[C+](N(C)C)N(C)C)[C:33]2[CH:34]=[CH:35][CH:36]=[CH:37][C:32]=2N=N1.CN1CC[O:50]CC1.N[C@H](CCCC)CO.Cl.